Dataset: Reaction yield outcomes from USPTO patents with 853,638 reactions. Task: Predict the reaction yield, written as a fraction of the theoretical maximum amount of product (1.0 means a 100% yield; for example, 0.34 means a 34% yield). (1) The reactants are [OH:1][C:2]1[C:14]2[C:13]3[C:8](=[CH:9][CH:10]=[CH:11][CH:12]=3)[NH:7][C:6]=2[CH:5]=[CH:4][CH:3]=1.C([O-])([O-])=O.[K+].[K+].[CH2:21]([C@@H:23]1[O:25][CH2:24]1)Cl. The catalyst is CC(O)C. The product is [O:25]1[CH2:24][C@H:23]1[CH2:21][O:1][C:2]1[C:14]2[C:13]3[C:8](=[CH:9][CH:10]=[CH:11][CH:12]=3)[NH:7][C:6]=2[CH:5]=[CH:4][CH:3]=1. The yield is 0.530. (2) The reactants are [CH:1]([C:3]1[C:12]2[C:7](=[CH:8][CH:9]=[CH:10][CH:11]=2)[C:6]([CH2:13][N:14]2[C:22](=[O:23])[C:21]3[C:16](=[CH:17][CH:18]=[CH:19][CH:20]=3)[C:15]2=[O:24])=[CH:5][CH:4]=1)=[CH2:2].Br[CH:26]([C:31]1[CH:36]=[C:35]([Cl:37])[C:34]([Cl:38])=[C:33]([Cl:39])[CH:32]=1)[C:27]([F:30])([F:29])[F:28].N1C=CC=CC=1C1C=CC=CN=1. The catalyst is ClC1C=CC=CC=1Cl.Cl[Cu]. The product is [F:30][C:27]([F:28])([F:29])[CH:26]([C:31]1[CH:32]=[C:33]([Cl:39])[C:34]([Cl:38])=[C:35]([Cl:37])[CH:36]=1)/[CH:2]=[CH:1]/[C:3]1[C:12]2[C:7](=[CH:8][CH:9]=[CH:10][CH:11]=2)[C:6]([CH2:13][N:14]2[C:22](=[O:23])[C:21]3[C:16](=[CH:17][CH:18]=[CH:19][CH:20]=3)[C:15]2=[O:24])=[CH:5][CH:4]=1. The yield is 0.560. (3) The reactants are C(N(S(F)(F)[F:7])CC)C.[CH3:10][O:11][C:12]([C:14]1[S:15][C:16]([Br:36])=[CH:17][C:18]=1[N:19]([C@H:29]1[CH2:34][CH2:33][C@H:32](O)[CH2:31][CH2:30]1)[C:20]([C@H:22]1[CH2:27][CH2:26][C@H:25]([CH3:28])[CH2:24][CH2:23]1)=[O:21])=[O:13].C([O-])(O)=O.[Na+]. The catalyst is C(Cl)Cl. The product is [CH3:10][O:11][C:12]([C:14]1[S:15][C:16]([Br:36])=[CH:17][C:18]=1[N:19]([C@H:29]1[CH2:34][CH2:33][C@@H:32]([F:7])[CH2:31][CH2:30]1)[C:20]([C@H:22]1[CH2:27][CH2:26][C@H:25]([CH3:28])[CH2:24][CH2:23]1)=[O:21])=[O:13].[CH3:10][O:11][C:12]([C:14]1[S:15][C:16]([Br:36])=[CH:17][C:18]=1[N:19]([C@H:29]1[CH2:34][CH2:33][C@H:32]([F:7])[CH2:31][CH2:30]1)[C:20]([C@H:22]1[CH2:27][CH2:26][C@H:25]([CH3:28])[CH2:24][CH2:23]1)=[O:21])=[O:13]. The yield is 0.180. (4) The reactants are [CH3:1][S:2]([NH:5][C:6]1[CH:11]=[CH:10][C:9](B(O)O)=[CH:8][CH:7]=1)(=[O:4])=[O:3].Br[C:16]1[CH:21]=[CH:20][C:19]([O:22][CH2:23][CH:24]2[CH2:29][CH2:28][N:27]([C:30]([O:32][CH:33]([CH3:35])[CH3:34])=[O:31])[CH2:26][CH2:25]2)=[CH:18][CH:17]=1.C([O-])([O-])=O.[Na+].[Na+]. The catalyst is Cl[Pd](Cl)([P](C1C=CC=CC=1)(C1C=CC=CC=1)C1C=CC=CC=1)[P](C1C=CC=CC=1)(C1C=CC=CC=1)C1C=CC=CC=1.COCCOC. The product is [CH3:1][S:2]([NH:5][C:6]1[CH:11]=[CH:10][C:9]([C:16]2[CH:17]=[CH:18][C:19]([O:22][CH2:23][CH:24]3[CH2:25][CH2:26][N:27]([C:30]([O:32][CH:33]([CH3:35])[CH3:34])=[O:31])[CH2:28][CH2:29]3)=[CH:20][CH:21]=2)=[CH:8][CH:7]=1)(=[O:4])=[O:3]. The yield is 0.250. (5) The reactants are I[C:2]1[CH:12]=[N:11][C:5]2[NH:6][CH2:7][C:8](=[O:10])[NH:9][C:4]=2[CH:3]=1.[CH2:13]([O:15][C:16]([C:18]1[CH:23]=[CH:22][C:21](B(O)O)=[CH:20][CH:19]=1)=[O:17])[CH3:14]. No catalyst specified. The product is [CH2:13]([O:15][C:16](=[O:17])[C:18]1[CH:23]=[CH:22][C:21]([C:2]2[CH:12]=[N:11][C:5]3[NH:6][CH2:7][C:8](=[O:10])[NH:9][C:4]=3[CH:3]=2)=[CH:20][CH:19]=1)[CH3:14]. The yield is 0.790.